Dataset: Reaction yield outcomes from USPTO patents with 853,638 reactions. Task: Predict the reaction yield, written as a fraction of the theoretical maximum amount of product (1.0 means a 100% yield; for example, 0.34 means a 34% yield). The reactants are [CH3:1][N:2]([CH3:27])[CH2:3][C:4]([NH:6][C:7]1[CH:12]=[CH:11][C:10]([C@@H:13]2[O:18][CH2:17][CH2:16][N:15]([C@@H](C3C=CC=CC=3)C)[CH2:14]2)=[CH:9][CH:8]=1)=[O:5].C([O-])=O.[NH4+].O1CCCC1.CO. The catalyst is [Pd].O. The product is [CH3:1][N:2]([CH3:27])[CH2:3][C:4]([NH:6][C:7]1[CH:8]=[CH:9][C:10]([C@@H:13]2[O:18][CH2:17][CH2:16][NH:15][CH2:14]2)=[CH:11][CH:12]=1)=[O:5]. The yield is 0.960.